From a dataset of Full USPTO retrosynthesis dataset with 1.9M reactions from patents (1976-2016). Predict the reactants needed to synthesize the given product. (1) The reactants are: [CH:1]1([C:6]([F:13])([F:12])[C:7]([O:9]CC)=[O:8])[CH2:5][CH2:4][CH2:3][CH2:2]1.CO.O.O.[OH-].[Li+]. Given the product [CH:1]1([C:6]([F:12])([F:13])[C:7]([OH:9])=[O:8])[CH2:2][CH2:3][CH2:4][CH2:5]1, predict the reactants needed to synthesize it. (2) Given the product [OH:20][C:3]1([CH2:4][CH2:5][C@H:6]2[CH2:10][O:9][C:8]([CH3:11])([CH3:12])[N:7]2[C:13]([O:15][C:16]([CH3:17])([CH3:18])[CH3:19])=[O:14])[CH2:26][CH2:25][CH2:24][CH2:23]1, predict the reactants needed to synthesize it. The reactants are: CO[C:3](=[O:20])[CH2:4][CH2:5][C@H:6]1[CH2:10][O:9][C:8]([CH3:12])([CH3:11])[N:7]1[C:13]([O:15][C:16]([CH3:19])([CH3:18])[CH3:17])=[O:14].[Mg]([CH2:23][CH2:24][CH2:25][CH2:26][Mg]Br)Br. (3) Given the product [Cl:32][C:29]1[CH:30]=[CH:31][C:26](/[CH:25]=[N:24]/[NH:23][C:21]([C:10]2[CH:11]=[C:12]([N:15]3[CH2:16][CH2:17][CH2:18][CH2:19][CH2:20]3)[CH:13]=[CH:14][C:9]=2[NH:8][C:6](=[O:7])[C:5]2[CH:37]=[CH:38][CH:39]=[C:3]([CH2:2][NH:41][CH3:40])[CH:4]=2)=[O:22])=[CH:27][C:28]=1[C:33]([F:36])([F:35])[F:34], predict the reactants needed to synthesize it. The reactants are: Br[CH2:2][C:3]1[CH:4]=[C:5]([CH:37]=[CH:38][CH:39]=1)[C:6]([NH:8][C:9]1[CH:14]=[CH:13][C:12]([N:15]2[CH2:20][CH2:19][CH2:18][CH2:17][CH2:16]2)=[CH:11][C:10]=1[C:21]([NH:23]/[N:24]=[CH:25]/[C:26]1[CH:31]=[CH:30][C:29]([Cl:32])=[C:28]([C:33]([F:36])([F:35])[F:34])[CH:27]=1)=[O:22])=[O:7].[CH3:40][NH2:41]. (4) Given the product [CH:7]1([CH2:6][N:10]2[C:18]3[C:13](=[N:14][CH:15]=[C:16]([C:19]4[CH:24]=[C:23]([O:25][CH3:26])[C:22]([O:27][CH3:28])=[C:21]([O:29][CH3:30])[CH:20]=4)[CH:17]=3)[NH:12][C:11]2=[O:31])[CH2:9][CH2:8]1, predict the reactants needed to synthesize it. The reactants are: N1[C:9]2C(=C[C:6]([N:10]3[C:18]4[C:13](=[N:14][CH:15]=[C:16]([C:19]5[CH:24]=[C:23]([O:25][CH3:26])[C:22]([O:27][CH3:28])=[C:21]([O:29][CH3:30])[CH:20]=5)[CH:17]=4)[NH:12][C:11]3=[O:31])=[CH:7][CH:8]=2)C=C1.BrCC1CC1.C([O-])([O-])=O.[K+].[K+].BrC1C=C2N(CC3CC3)C(=O)NC2=NC=1.COC1C=C(B(O)O)C=C(OC)C=1OC.C([O-])([O-])=O.[Na+].[Na+].